Dataset: CYP2C9 inhibition data for predicting drug metabolism from PubChem BioAssay. Task: Regression/Classification. Given a drug SMILES string, predict its absorption, distribution, metabolism, or excretion properties. Task type varies by dataset: regression for continuous measurements (e.g., permeability, clearance, half-life) or binary classification for categorical outcomes (e.g., BBB penetration, CYP inhibition). Dataset: cyp2c9_veith. The result is 1 (inhibitor). The drug is O=C1COc2ccc(NC(=O)N3CCN(c4ccccc4Cl)CC3)cc2N1.